Task: Regression. Given two drug SMILES strings and cell line genomic features, predict the synergy score measuring deviation from expected non-interaction effect.. Dataset: NCI-60 drug combinations with 297,098 pairs across 59 cell lines Drug 1: CC1C(C(CC(O1)OC2CC(OC(C2O)C)OC3=CC4=CC5=C(C(=O)C(C(C5)C(C(=O)C(C(C)O)O)OC)OC6CC(C(C(O6)C)O)OC7CC(C(C(O7)C)O)OC8CC(C(C(O8)C)O)(C)O)C(=C4C(=C3C)O)O)O)O. Drug 2: C1=NC2=C(N=C(N=C2N1C3C(C(C(O3)CO)O)F)Cl)N. Cell line: CAKI-1. Synergy scores: CSS=40.1, Synergy_ZIP=-5.72, Synergy_Bliss=0.967, Synergy_Loewe=-3.54, Synergy_HSA=1.62.